This data is from CYP2C19 inhibition data for predicting drug metabolism from PubChem BioAssay. The task is: Regression/Classification. Given a drug SMILES string, predict its absorption, distribution, metabolism, or excretion properties. Task type varies by dataset: regression for continuous measurements (e.g., permeability, clearance, half-life) or binary classification for categorical outcomes (e.g., BBB penetration, CYP inhibition). Dataset: cyp2c19_veith. (1) The molecule is CN(C)c1nc(-c2ccccc2C(F)(F)F)nc2ccccc12. The result is 0 (non-inhibitor). (2) The molecule is CS(=O)(=O)N1CCCC(C(=O)N2CCC3(CC2)OCCO3)C1. The result is 1 (inhibitor). (3) The compound is CC(NC(=O)c1ccccc1Br)c1ccc2c(c1)CCCC2. The result is 1 (inhibitor). (4) The drug is Cc1n[nH]c(=O)[nH]c1=O. The result is 0 (non-inhibitor). (5) The compound is CCNc1ncc2nc(-c3ccccc3)c(=O)n(C3CC3)c2n1. The result is 0 (non-inhibitor). (6) The result is 0 (non-inhibitor). The drug is O=C(NCCCN1CCN(c2ccccc2F)CC1)C1CCC(=O)N1C1CCCCC1. (7) The drug is COc1ccccc1C1(CC(=O)Nc2nccs2)CCOC(C(C)C)C1. The result is 1 (inhibitor). (8) The molecule is COc1ccccc1-c1cc(N(C)Cc2ccco2)ncn1. The result is 1 (inhibitor). (9) The drug is c1cncc(-c2ccc3ncnc(NC4CCNCC4)c3c2)c1. The result is 0 (non-inhibitor). (10) The drug is CNc1nc(-c2cccc(C#N)c2)nc2ccccc12. The result is 1 (inhibitor).